Dataset: Full USPTO retrosynthesis dataset with 1.9M reactions from patents (1976-2016). Task: Predict the reactants needed to synthesize the given product. (1) Given the product [CH3:20][N:18]1[CH:19]=[C:15]([N:14]2[C:5]3[C:4]4[CH:3]=[C:2]([C:31]5[CH:30]=[N:29][C:28]([O:27][CH2:24][CH2:25][CH3:26])=[CH:33][CH:32]=5)[CH:11]=[CH:10][C:9]=4[N:8]=[CH:7][C:6]=3[N:12]([CH3:23])[C:13]2=[O:22])[C:16]([CH3:21])=[N:17]1, predict the reactants needed to synthesize it. The reactants are: Br[C:2]1[CH:11]=[CH:10][C:9]2[N:8]=[CH:7][C:6]3[N:12]([CH3:23])[C:13](=[O:22])[N:14]([C:15]4[C:16]([CH3:21])=[N:17][N:18]([CH3:20])[CH:19]=4)[C:5]=3[C:4]=2[CH:3]=1.[CH2:24]([O:27][C:28]1[CH:33]=[CH:32][C:31](B2OC(C)(C)C(C)(C)O2)=[CH:30][N:29]=1)[CH2:25][CH3:26]. (2) The reactants are: Cl.[NH2:2][C@@H:3]1[CH2:12][CH2:11][CH2:10][C:9]2[C:8]([C:13]3[S:17][C:16]([C:18]4[CH:19]=[CH:20][C:21]([O:26][CH:27]([CH3:29])[CH3:28])=[C:22]([CH:25]=4)[C:23]#[N:24])=[N:15][N:14]=3)=[CH:7][CH:6]=[CH:5][C:4]1=2.[S:30](N)([NH2:33])(=[O:32])=[O:31].CCN(C(C)C)C(C)C. Given the product [C:23]([C:22]1[CH:25]=[C:18]([C:16]2[S:17][C:13]([C:8]3[CH:7]=[CH:6][CH:5]=[C:4]4[C:9]=3[CH2:10][CH2:11][CH2:12][C@H:3]4[NH:2][S:30]([NH2:33])(=[O:32])=[O:31])=[N:14][N:15]=2)[CH:19]=[CH:20][C:21]=1[O:26][CH:27]([CH3:29])[CH3:28])#[N:24], predict the reactants needed to synthesize it.